From a dataset of Full USPTO retrosynthesis dataset with 1.9M reactions from patents (1976-2016). Predict the reactants needed to synthesize the given product. (1) Given the product [CH:1]12[CH2:10][CH:5]3[CH2:6][CH:7]([CH2:9][CH:3]([CH2:4]3)[CH:2]1[NH:11][C:12]([C:13]1[N:14]=[C:15]([N:19]3[CH2:20][CH2:21][N:22]([CH2:30][CH2:29][C:28]([O:27][CH3:26])=[O:32])[CH2:23][CH2:24]3)[CH:16]=[CH:17][CH:18]=1)=[O:25])[CH2:8]2, predict the reactants needed to synthesize it. The reactants are: [CH:1]12[CH2:10][CH:5]3[CH2:6][CH:7]([CH2:9][CH:3]([CH2:4]3)[CH:2]1[NH:11][C:12](=[O:25])[C:13]1[CH:18]=[CH:17][CH:16]=[C:15]([N:19]3[CH2:24][CH2:23][NH:22][CH2:21][CH2:20]3)[N:14]=1)[CH2:8]2.[CH3:26][O:27][C:28](=[O:32])[CH2:29][CH2:30]Br.C(=O)([O-])[O-].[K+].[K+]. (2) Given the product [CH2:30]([N:20]1[N:19]=[C:18]([C:10]2[C:11]3[C:16](=[CH:15][CH:14]=[C:13]([F:17])[CH:12]=3)[N:8]([CH2:7][C:6]([OH:38])=[O:5])[C:9]=2[CH3:37])[C:23]2[CH:24]=[CH:25][CH:26]=[CH:27][C:22]=2[S:21]1(=[O:29])=[O:28])[C:31]1[CH:36]=[CH:35][CH:34]=[CH:33][CH:32]=1, predict the reactants needed to synthesize it. The reactants are: C([O:5][C:6](=[O:38])[CH2:7][N:8]1[C:16]2[C:11](=[CH:12][C:13]([F:17])=[CH:14][CH:15]=2)[C:10]([C:18]2[C:23]3[CH:24]=[CH:25][CH:26]=[CH:27][C:22]=3[S:21](=[O:29])(=[O:28])[N:20]([CH2:30][C:31]3[CH:36]=[CH:35][CH:34]=[CH:33][CH:32]=3)[N:19]=2)=[C:9]1[CH3:37])(C)(C)C.C(O)(C(F)(F)F)=O.